From a dataset of Full USPTO retrosynthesis dataset with 1.9M reactions from patents (1976-2016). Predict the reactants needed to synthesize the given product. (1) The reactants are: [F:1][C:2]1[CH:7]=[CH:6][C:5]([C:8]([F:11])([F:10])[F:9])=[CH:4][C:3]=1[OH:12].[Cl:13][C:14]1[CH:19]=[CH:18][C:17]([CH:20](O)[CH2:21][CH2:22][CH2:23][CH2:24][CH2:25][N:26]2[CH2:31][CH2:30][CH:29]([C:32]3[CH:33]=[C:34]([NH:38][C:39](=[O:43])[CH:40]([CH3:42])[CH3:41])[CH:35]=[CH:36][CH:37]=3)[CH2:28][CH2:27]2)=[CH:16][CH:15]=1. Given the product [Cl:13][C:14]1[CH:15]=[CH:16][C:17]([CH:20]([O:12][C:3]2[CH:4]=[C:5]([C:8]([F:10])([F:11])[F:9])[CH:6]=[CH:7][C:2]=2[F:1])[CH2:21][CH2:22][CH2:23][CH2:24][CH2:25][N:26]2[CH2:31][CH2:30][CH:29]([C:32]3[CH:33]=[C:34]([NH:38][C:39](=[O:43])[CH:40]([CH3:41])[CH3:42])[CH:35]=[CH:36][CH:37]=3)[CH2:28][CH2:27]2)=[CH:18][CH:19]=1, predict the reactants needed to synthesize it. (2) Given the product [Br:1][C:2]1[N:6]([S:38]([C:34]2[CH:35]=[CH:36][CH:37]=[C:32]([S:29]([CH3:28])(=[O:31])=[O:30])[CH:33]=2)(=[O:40])=[O:39])[CH:5]=[C:4]([C:7]([O:9][CH3:10])=[O:8])[CH:3]=1, predict the reactants needed to synthesize it. The reactants are: [Br:1][C:2]1[NH:6][CH:5]=[C:4]([C:7]([O:9][CH3:10])=[O:8])[CH:3]=1.[H-].[Na+].C1OCCOCCOCCOCCOC1.[CH3:28][S:29]([C:32]1[CH:33]=[C:34]([S:38](Cl)(=[O:40])=[O:39])[CH:35]=[CH:36][CH:37]=1)(=[O:31])=[O:30]. (3) Given the product [OH:6][C@@H:5]([CH2:4][OH:3])[CH2:7][N:8]1[CH:12]=[CH:11][C:10]([NH:13][C:14](=[O:35])[C@@H:15]([N:20]2[CH2:24][C:23]([O:25][C:26]3[CH:31]=[CH:30][CH:29]=[C:28]([Cl:32])[C:27]=3[F:33])=[CH:22][C:21]2=[O:34])[CH2:16][CH:17]([CH3:19])[CH3:18])=[N:9]1, predict the reactants needed to synthesize it. The reactants are: CC1(C)[O:6][C@H:5]([CH2:7][N:8]2[CH:12]=[CH:11][C:10]([NH:13][C:14](=[O:35])[C@@H:15]([N:20]3[CH2:24][C:23]([O:25][C:26]4[CH:31]=[CH:30][CH:29]=[C:28]([Cl:32])[C:27]=4[F:33])=[CH:22][C:21]3=[O:34])[CH2:16][CH:17]([CH3:19])[CH3:18])=[N:9]2)[CH2:4][O:3]1.O.C1(C)C=CC(S(O)(=O)=O)=CC=1. (4) Given the product [N:17]1([CH2:16][CH2:15][NH:14][C:13](=[O:22])[CH2:12][C@@H:8]([NH:7][C:6]([NH:30][C:28]2[CH:29]=[CH:24][C:25]([C:39]3[CH:40]=[CH:41][CH:47]=[CH:45][CH:46]=3)=[CH:26][CH:27]=2)=[O:23])[CH:9]([CH3:10])[CH3:11])[CH2:18][CH2:19][CH2:20][CH2:21]1, predict the reactants needed to synthesize it. The reactants are: C(O[C:6](=[O:23])[NH:7][C@H:8]([CH2:12][C:13](=[O:22])[NH:14][CH2:15][CH2:16][N:17]1[CH2:21][CH2:20][CH2:19][CH2:18]1)[CH:9]([CH3:11])[CH3:10])(C)(C)C.[CH:24]1[CH:25]=[CH:26][C:27]2N(O)N=[N:30][C:28]=2[CH:29]=1.CCN=C=N[CH2:39][CH2:40][CH2:41]N(C)C.[C:45](OC(N[C@@H](C(C)C)CC(O)=O)=O)(C)([CH3:47])[CH3:46].N1(CCN)CCCC1.CN1CCOCC1. (5) The reactants are: [CH3:1][O:2][C:3]1[CH:4]=[N:5][C:6]2[C:11]([CH:12]=1)=[C:10]([O:13][CH2:14][CH2:15][N:16]1[CH2:21][CH2:20][NH:19][CH2:18][CH2:17]1)[CH:9]=[CH:8][CH:7]=2.[O:22]=[C:23]1[NH:28][C:27]2[CH:29]=[C:30]([C:33](O)=[O:34])[CH:31]=[CH:32][C:26]=2[S:25][CH2:24]1. Given the product [CH3:1][O:2][C:3]1[CH:4]=[N:5][C:6]2[C:11]([CH:12]=1)=[C:10]([O:13][CH2:14][CH2:15][N:16]1[CH2:21][CH2:20][N:19]([C:33]([C:30]3[CH:31]=[CH:32][C:26]4[S:25][CH2:24][C:23](=[O:22])[NH:28][C:27]=4[CH:29]=3)=[O:34])[CH2:18][CH2:17]1)[CH:9]=[CH:8][CH:7]=2, predict the reactants needed to synthesize it. (6) Given the product [C:1]1([C:7]2[CH2:8][CH:9]([S:20]([Cl:38])(=[O:23])=[O:21])[CH2:10][C:11]=2[C:12]2[CH:17]=[CH:16][CH:15]=[CH:14][CH:13]=2)[CH:6]=[CH:5][CH:4]=[CH:3][CH:2]=1, predict the reactants needed to synthesize it. The reactants are: [C:1]1([C:7]2[CH2:8][CH:9](O)[CH2:10][C:11]=2[C:12]2[CH:17]=[CH:16][CH:15]=[CH:14][CH:13]=2)[CH:6]=[CH:5][CH:4]=[CH:3][CH:2]=1.C[S:20]([O:23]Cl)(=O)=[O:21].C(OCC)(=O)C.CCCCCC.C(Cl)[Cl:38]. (7) Given the product [Br:1][C:2]1[C:3]([O:11][CH3:12])=[C:4]([C:7]([OH:9])=[O:8])[S:5][CH:6]=1, predict the reactants needed to synthesize it. The reactants are: [Br:1][C:2]1[C:3]([O:11][CH3:12])=[C:4]([C:7]([O:9]C)=[O:8])[S:5][CH:6]=1.[OH-].[K+].